Dataset: Forward reaction prediction with 1.9M reactions from USPTO patents (1976-2016). Task: Predict the product of the given reaction. Given the reactants [CH:1]([O:4][C:5]1[CH:13]=[CH:12][C:11]([C:14]#[C:15][C:16]2[CH:21]=[CH:20][CH:19]=[CH:18][CH:17]=2)=[CH:10][C:6]=1[C:7]([OH:9])=O)([CH3:3])[CH3:2].[CH3:22][O:23][C:24](=[O:38])[C:25]([NH2:37])([CH3:36])[CH2:26][C:27]1[C:35]2[C:30](=[CH:31][CH:32]=[CH:33][CH:34]=2)[NH:29][CH:28]=1.C1C=CC2N(O)N=NC=2C=1.CCN=C=NCCCN(C)C, predict the reaction product. The product is: [CH3:22][O:23][C:24](=[O:38])[C:25]([NH:37][C:7](=[O:9])[C:6]1[CH:10]=[C:11]([C:14]#[C:15][C:16]2[CH:21]=[CH:20][CH:19]=[CH:18][CH:17]=2)[CH:12]=[CH:13][C:5]=1[O:4][CH:1]([CH3:2])[CH3:3])([CH3:36])[CH2:26][C:27]1[C:35]2[C:30](=[CH:31][CH:32]=[CH:33][CH:34]=2)[NH:29][CH:28]=1.